This data is from Peptide-MHC class I binding affinity with 185,985 pairs from IEDB/IMGT. The task is: Regression. Given a peptide amino acid sequence and an MHC pseudo amino acid sequence, predict their binding affinity value. This is MHC class I binding data. The peptide sequence is KNTHTNGVR. The MHC is HLA-A33:01 with pseudo-sequence HLA-A33:01. The binding affinity (normalized) is 0.180.